This data is from Full USPTO retrosynthesis dataset with 1.9M reactions from patents (1976-2016). The task is: Predict the reactants needed to synthesize the given product. (1) Given the product [N+:31]([C:28]1[CH:27]=[N:26][C:25]([O:15][C:12]2[CH:13]=[CH:14][C:9]([B:4]3[O:3][C:2]([CH3:16])([CH3:1])[C:6]([CH3:7])([CH3:8])[O:5]3)=[CH:10][CH:11]=2)=[N:30][CH:29]=1)([O-:33])=[O:32], predict the reactants needed to synthesize it. The reactants are: [CH3:1][C:2]1([CH3:16])[C:6]([CH3:8])([CH3:7])[O:5][B:4]([C:9]2[CH:14]=[CH:13][C:12]([OH:15])=[CH:11][CH:10]=2)[O:3]1.C(N(CC)CC)C.Cl[C:25]1[N:30]=[CH:29][C:28]([N+:31]([O-:33])=[O:32])=[CH:27][N:26]=1. (2) Given the product [Si:1]([O:8][CH2:9][CH2:10][NH:11][C:21]([NH2:20])=[S:22])([C:4]([CH3:6])([CH3:7])[CH3:5])([CH3:3])[CH3:2], predict the reactants needed to synthesize it. The reactants are: [Si:1]([O:8][CH2:9][CH2:10][NH2:11])([C:4]([CH3:7])([CH3:6])[CH3:5])([CH3:3])[CH3:2].C([N:20]=[C:21]=[S:22])(=O)C1C=CC=CC=1. (3) Given the product [C:2]([C:3]1[CH:4]=[C:5]([CH:10]=[CH:19][C:20]=1[OH:24])[C:6]([O:8][CH3:9])=[O:7])#[N:21], predict the reactants needed to synthesize it. The reactants are: O[C:2]1C=[CH:10][C:5]([C:6]([O:8][CH3:9])=[O:7])=[CH:4][C:3]=1I.ClCI.C([Zn][CH2:19][CH3:20])C.[NH4+:21].[Cl-].[NH4+].[OH-:24]. (4) Given the product [F:12][C:5]1([F:13])[C:4]2[C:8](=[CH:9][CH:10]=[C:2]([B:14]3[O:18][C:17]([CH3:20])([CH3:19])[C:16]([CH3:22])([CH3:21])[O:15]3)[CH:3]=2)[NH:7][C:6]1=[O:11], predict the reactants needed to synthesize it. The reactants are: Br[C:2]1[CH:3]=[C:4]2[C:8](=[CH:9][CH:10]=1)[NH:7][C:6](=[O:11])[C:5]2([F:13])[F:12].[B:14]1([B:14]2[O:18][C:17]([CH3:20])([CH3:19])[C:16]([CH3:22])([CH3:21])[O:15]2)[O:18][C:17]([CH3:20])([CH3:19])[C:16]([CH3:22])([CH3:21])[O:15]1.C(O[K])(C)=O. (5) Given the product [OH:10][CH:9]([C:11]1[CH:12]=[C:13]2[C:18](=[CH:19][CH:20]=1)[NH:17][C:16](=[O:21])[CH2:15][CH2:14]2)[CH2:8][N:5]1[CH2:6][CH2:7][C:2]([OH:1])([C:22]2[S:23][CH:24]=[CH:25][C:26]=2[CH3:27])[CH2:3][CH2:4]1, predict the reactants needed to synthesize it. The reactants are: [OH:1][C:2]1([C:22]2[S:23][CH:24]=[CH:25][C:26]=2[CH3:27])[CH2:7][CH2:6][N:5]([CH2:8][C:9]([C:11]2[CH:12]=[C:13]3[C:18](=[CH:19][CH:20]=2)[NH:17][C:16](=[O:21])[CH2:15][CH2:14]3)=[O:10])[CH2:4][CH2:3]1.[BH4-].[Na+]. (6) Given the product [CH3:7][C:8]([CH3:13])([CH3:12])[CH2:9][CH2:10][N:1]1[CH2:5][CH2:4][CH:3]([OH:6])[CH2:2]1, predict the reactants needed to synthesize it. The reactants are: [NH:1]1[CH2:5][CH2:4][CH:3]([OH:6])[CH2:2]1.[CH3:7][C:8]([CH3:13])([CH3:12])[CH2:9][CH:10]=O.C(O[BH-](OC(=O)C)OC(=O)C)(=O)C.[Na+].[OH-].[Na+]. (7) Given the product [Br:1][C:2]1[CH:11]=[N:10][C:5]2[NH:6][CH2:7][CH2:8][NH:9][C:4]=2[C:3]=1[CH3:12], predict the reactants needed to synthesize it. The reactants are: [Br:1][C:2]1[CH:11]=[N:10][C:5]2=[N:6][CH:7]=[CH:8][N:9]=[C:4]2[C:3]=1[CH3:12].[BH4-].[Na+].FC(F)(F)C(O)=O.[OH-].[Na+]. (8) The reactants are: [CH3:1][O:2][C:3]1[C:12]2[CH:13]=C[O:15][C:11]=2[CH:10]=[C:9]2[C:4]=1[C:5](=[O:18])[CH2:6][C:7]([CH3:17])([CH3:16])[O:8]2.C1(P(C2C=CC=CC=2)C2C=CC=CC=2)C=CC=CC=1.[O:38]=[O+][O-]. Given the product [OH:15][C:11]1[CH:10]=[C:9]2[C:4]([C:5](=[O:18])[CH2:6][C:7]([CH3:17])([CH3:16])[O:8]2)=[C:3]([O:2][CH3:1])[C:12]=1[CH:13]=[O:38], predict the reactants needed to synthesize it. (9) Given the product [C:25]([O:24][C:23](=[O:29])[NH:22][C:12]1[CH:13]=[CH:14][C:15]([O:17][C:18]([F:19])([F:20])[F:21])=[CH:16][C:11]=1[NH:10][C:7]1[N:6]=[C:5]([NH:33][CH:34]2[CH2:39][CH2:38][O:37][CH2:36][CH2:35]2)[C:4]([N+:1]([O-:3])=[O:2])=[CH:9][N:8]=1)([CH3:26])([CH3:28])[CH3:27], predict the reactants needed to synthesize it. The reactants are: [N+:1]([C:4]1[C:5](SC#N)=[N:6][C:7]([NH:10][C:11]2[CH:16]=[C:15]([O:17][C:18]([F:21])([F:20])[F:19])[CH:14]=[CH:13][C:12]=2[NH:22][C:23](=[O:29])[O:24][C:25]([CH3:28])([CH3:27])[CH3:26])=[N:8][CH:9]=1)([O-:3])=[O:2].[NH2:33][CH:34]1[CH2:39][CH2:38][O:37][CH2:36][CH2:35]1.C(N(CC)C(C)C)(C)C.